This data is from Full USPTO retrosynthesis dataset with 1.9M reactions from patents (1976-2016). The task is: Predict the reactants needed to synthesize the given product. (1) Given the product [N:61]1([C:70]2[CH:75]=[CH:74][N:73]=[CH:72][CH:71]=2)[CH2:66][CH2:65][CH:64]([CH2:67][CH2:68][NH:69][C:9]([C:11]2[C:15]([CH3:16])=[C:14]([NH:17][C:28](=[O:33])[C:29]3[CH:31]=[CH:5][CH:4]=[CH:3][C:30]=3[Cl:35])[N:13]([C:18]3[CH:19]=[CH:20][N:21]=[CH:22][CH:23]=3)[N:12]=2)=[O:10])[CH2:63][CH2:62]1, predict the reactants needed to synthesize it. The reactants are: N1[CH:5]=[CH:4][CH:3]=N1.C(O[C:9]([C:11]1[C:15]([CH3:16])=[C:14]([NH2:17])[N:13]([C:18]2[CH:23]=[CH:22][N:21]=[CH:20][CH:19]=2)[N:12]=1)=[O:10])C.C(OC(=O)[C:28](=[O:33])[CH:29]([C:31]#N)[CH3:30])C.[ClH:35].N(C1C=CN=CC=1)N.NC1N(C(OC(C)(C)C)=O)N=C(C(OC)=O)C=1.[N:61]1([C:70]2[CH:75]=[CH:74][N:73]=[CH:72][CH:71]=2)[CH2:66][CH2:65][CH:64]([CH2:67][CH2:68][NH2:69])[CH2:63][CH2:62]1. (2) Given the product [C:16]([C@@H:15]([O:19][C:33](=[O:35])[C@H:32]([O:49][CH3:47])[C:26]1[CH:27]=[CH:28][CH:29]=[CH:30][CH:31]=1)[CH2:14][CH:13]=[C:12]([CH3:20])[CH2:11][CH2:10][CH2:9][CH:8]([CH3:21])[CH2:7][O:6][Si:5]([C:1]([CH3:3])([CH3:4])[CH3:2])([CH3:22])[CH3:23])(=[O:18])[CH3:17], predict the reactants needed to synthesize it. The reactants are: [C:1]([Si:5]([CH3:23])([CH3:22])[O:6][CH2:7][CH:8]([CH3:21])[CH2:9][CH2:10][CH2:11][C:12]([CH3:20])=[CH:13][CH2:14][CH:15]([OH:19])[C:16](=[O:18])[CH3:17])([CH3:4])([CH3:3])[CH3:2].CO[C@:26]1([CH2:32][C:33]([OH:35])=O)[CH:31]=[CH:30][CH:29]=[CH:28][CH2:27]1.CCN=C=NCCCN(C)C.[CH2:47]([O:49]CC)C.